From a dataset of Full USPTO retrosynthesis dataset with 1.9M reactions from patents (1976-2016). Predict the reactants needed to synthesize the given product. Given the product [Br:1][C:5]1[N:6]2[N:7]=[CH:8][CH:9]=[CH:10][C:11]2=[N:3][CH:4]=1, predict the reactants needed to synthesize it. The reactants are: [Br:1]Br.[N:3]1[CH:4]=[CH:5][N:6]2[C:11]=1[CH:10]=[CH:9][CH:8]=[N:7]2.[OH-].[Na+].C(=O)(O)[O-].[Na+].